Dataset: Reaction yield outcomes from USPTO patents with 853,638 reactions. Task: Predict the reaction yield, written as a fraction of the theoretical maximum amount of product (1.0 means a 100% yield; for example, 0.34 means a 34% yield). (1) The reactants are [NH2:1][C:2]1[N:10]=[CH:9][N:8]=[C:7]2[C:3]=1[N:4]=[C:5]([S:24][C:25]1[C:33]([Br:34])=[CH:32][C:28]3[O:29][CH2:30][O:31][C:27]=3[CH:26]=1)[N:6]2[CH:11]1[CH2:16][CH2:15][N:14](C(OC(C)(C)C)=O)[CH2:13][CH2:12]1.C(O)(C(F)(F)F)=O. The catalyst is C(Cl)Cl. The product is [Br:34][C:33]1[C:25]([S:24][C:5]2[N:6]([CH:11]3[CH2:16][CH2:15][NH:14][CH2:13][CH2:12]3)[C:7]3[C:3]([N:4]=2)=[C:2]([NH2:1])[N:10]=[CH:9][N:8]=3)=[CH:26][C:27]2[O:31][CH2:30][O:29][C:28]=2[CH:32]=1. The yield is 0.830. (2) The reactants are [NH:1](C(OC(C)(C)C)=O)[C@H:2]([C:7]([NH:9][C@H:10]([C:28]([N:30]1[CH2:69][CH2:68][CH2:67][C@H:31]1[C:32]([NH:34][C@H:35]([C:37]([NH:39][C@H:40]([C:57]([O:59]CC1C=CC=CC=1)=[O:58])[CH2:41][CH2:42][CH2:43][CH2:44][NH:45]C(OCC1C=CC=CC=1Cl)=O)=[O:38])[CH3:36])=[O:33])=[O:29])[CH2:11][CH2:12][CH2:13][NH:14][C:15](=[NH:27])[NH:16]S(C1C=CC(C)=CC=1)(=O)=O)=[O:8])[CH2:3][C:4](=[O:6])[NH2:5].C1(OC)C=CC=CC=1. No catalyst specified. The product is [NH2:1][C@H:2]([C:7]([NH:9][C@H:10]([C:28]([N:30]1[CH2:69][CH2:68][CH2:67][C@H:31]1[C:32]([NH:34][C@H:35]([C:37]([NH:39][C@H:40]([C:57]([OH:59])=[O:58])[CH2:41][CH2:42][CH2:43][CH2:44][NH2:45])=[O:38])[CH3:36])=[O:33])=[O:29])[CH2:11][CH2:12][CH2:13][NH:14][C:15](=[NH:16])[NH2:27])=[O:8])[CH2:3][C:4](=[O:6])[NH2:5]. The yield is 0.800. (3) The reactants are N[C:2]1[CH:3]=[C:4]([NH:12][C:13]([C:15]2[C:24](=[O:25])[C:23]3[C:18](=[CH:19][CH:20]=[CH:21][CH:22]=3)[NH:17][CH:16]=2)=[O:14])[CH:5]=[CH:6][C:7]=1[C:8]([CH3:11])([CH3:10])[CH3:9].[C:26](O)(=O)C.C=O.[C:32]([BH3-])#[N:33].[Na+]. The catalyst is C(Cl)Cl.CO.CCOCC. The product is [CH3:26][N:33]([CH3:32])[C:2]1[CH:3]=[C:4]([NH:12][C:13]([C:15]2[C:24](=[O:25])[C:23]3[C:18](=[CH:19][CH:20]=[CH:21][CH:22]=3)[NH:17][CH:16]=2)=[O:14])[CH:5]=[CH:6][C:7]=1[C:8]([CH3:11])([CH3:10])[CH3:9]. The yield is 0.170. (4) The reactants are [Cl:1][C:2]1[N:7]=[C:6](Cl)[C:5]([F:9])=[CH:4][N:3]=1.C(N(C(C)C)C(C)C)C.[CH3:19][NH:20][CH2:21][C:22]1[CH:27]=[CH:26][CH:25]=[CH:24][CH:23]=1. The catalyst is O1CCOCC1.CCOC(C)=O. The product is [CH2:21]([N:20]([CH3:19])[C:6]1[C:5]([F:9])=[CH:4][N:3]=[C:2]([Cl:1])[N:7]=1)[C:22]1[CH:27]=[CH:26][CH:25]=[CH:24][CH:23]=1. The yield is 0.760. (5) The reactants are N1(CCS(C2C=CC3N=C(NC([NH:20][C:21](=[O:29])[C:22]4[CH:27]=[CH:26][CH:25]=[CH:24][C:23]=4[Cl:28])=O)SC=3C=2)(=O)=O)CCC1.[NH:32]1[CH:36]=[CH:35][N:34]=[N:33]1.ClC1C=CC(F)=CC=1C(N)=O. No catalyst specified. The product is [Cl:28][C:23]1[CH:24]=[CH:25][C:26]([N:32]2[CH:36]=[CH:35][N:34]=[N:33]2)=[CH:27][C:22]=1[C:21]([NH2:20])=[O:29]. The yield is 0.0300. (6) The reactants are [CH3:1][O:2][C:3]1[CH:4]=[CH:5][C:6]2[N:7]=[C:8]([NH2:23])[C:9]3[N:10]([C:13]([CH2:17][CH2:18][C:19]([F:22])([F:21])[F:20])=[N:14][C:15]=3[CH3:16])[C:11]=2[N:12]=1.[CH3:24][S:25](Cl)(=[O:27])=[O:26]. The catalyst is N1C=CC=CC=1. The product is [CH3:1][O:2][C:3]1[CH:4]=[CH:5][C:6]2[N:7]=[C:8]([NH:23][S:25]([CH3:24])(=[O:27])=[O:26])[C:9]3[N:10]([C:13]([CH2:17][CH2:18][C:19]([F:20])([F:21])[F:22])=[N:14][C:15]=3[CH3:16])[C:11]=2[N:12]=1. The yield is 0.440. (7) The catalyst is ClCCl. The yield is 0.360. The product is [F:1][C:2]1[CH:3]=[CH:4][C:5]([C:8]2[N:9]=[C:10]([CH:13]([CH3:16])[CH2:14][NH:15][C:27](=[O:28])[C:26]3[CH:30]=[CH:31][CH:32]=[C:24]([C:21]4[N:20]=[C:19]([C:18]([F:34])([F:33])[F:17])[O:23][N:22]=4)[CH:25]=3)[S:11][CH:12]=2)=[CH:6][CH:7]=1. The reactants are [F:1][C:2]1[CH:7]=[CH:6][C:5]([C:8]2[N:9]=[C:10]([CH:13]([CH3:16])[CH2:14][NH2:15])[S:11][CH:12]=2)=[CH:4][CH:3]=1.[F:17][C:18]([F:34])([F:33])[C:19]1[O:23][N:22]=[C:21]([C:24]2[CH:25]=[C:26]([CH:30]=[CH:31][CH:32]=2)[C:27](O)=[O:28])[N:20]=1.Cl.CN(C)CCCN=C=NCC.ON1C2C=CC=CC=2N=N1.C(N(C(C)C)CC)(C)C.